From a dataset of Peptide-MHC class II binding affinity with 134,281 pairs from IEDB. Regression. Given a peptide amino acid sequence and an MHC pseudo amino acid sequence, predict their binding affinity value. This is MHC class II binding data. The MHC is DRB1_0701 with pseudo-sequence DRB1_0701. The binding affinity (normalized) is 0.544. The peptide sequence is SVQVRGELAAEEVEV.